Dataset: Forward reaction prediction with 1.9M reactions from USPTO patents (1976-2016). Task: Predict the product of the given reaction. (1) Given the reactants C(N(C(C)C)CC)(C)C.Cl.[CH3:11][N:12]1[CH2:17][CH2:16][NH:15][CH2:14][C:13]1=[O:18].ClCCl.Cl[C:23]1[O:24][C:25]2[C:26](=[C:28]([C:40]#[N:41])[C:29]([CH3:39])=[C:30]([C:33]3[CH:38]=[CH:37][CH:36]=[CH:35][CH:34]=3)[C:31]=2[F:32])[N:27]=1, predict the reaction product. The product is: [F:32][C:31]1[C:30]([C:33]2[CH:38]=[CH:37][CH:36]=[CH:35][CH:34]=2)=[C:29]([CH3:39])[C:28]([C:40]#[N:41])=[C:26]2[C:25]=1[O:24][C:23]([N:15]1[CH2:16][CH2:17][N:12]([CH3:11])[C:13](=[O:18])[CH2:14]1)=[N:27]2. (2) Given the reactants [NH2:1][C:2]1[CH:9]=[CH:8][CH:7]=[CH:6][C:3]=1[CH:4]=O.[C:10]([CH2:12][C:13](OCC)=[O:14])#[N:11].N1CCCCC1, predict the reaction product. The product is: [CH:7]1[CH:6]=[C:3]2[CH:4]=[C:12]([C:10]#[N:11])[C:13]([NH:1][C:2]2=[CH:9][CH:8]=1)=[O:14]. (3) Given the reactants Cl.[NH2:2][CH:3]1[CH2:8][CH:7]([C:9]2[CH:14]=[CH:13][C:12]([C:15]([F:18])([F:17])[F:16])=[CH:11][CH:10]=2)[CH2:6][N:5]([C:19]([N:21]2[CH2:26][CH2:25][CH:24]([C:27]#[N:28])[CH2:23][CH2:22]2)=[O:20])[CH2:4]1.C(N(CC)CC)C.[CH:36]1([C:41](Cl)=[O:42])[CH2:40][CH2:39][CH2:38][CH2:37]1, predict the reaction product. The product is: [C:27]([CH:24]1[CH2:23][CH2:22][N:21]([C:19]([N:5]2[CH2:6][CH:7]([C:9]3[CH:14]=[CH:13][C:12]([C:15]([F:18])([F:16])[F:17])=[CH:11][CH:10]=3)[CH2:8][CH:3]([NH:2][C:41]([CH:36]3[CH2:40][CH2:39][CH2:38][CH2:37]3)=[O:42])[CH2:4]2)=[O:20])[CH2:26][CH2:25]1)#[N:28]. (4) Given the reactants [CH:1]1([N:4]2[C:13]3[C:8](=[CH:9][C:10]([F:16])=[C:11](F)[C:12]=3[Cl:14])[C:7](=[O:17])[C:6]([C:18]([OH:20])=[O:19])=[CH:5]2)[CH2:3][CH2:2]1.[CH3:21][O:22][N:23]=[C:24]1[C:28]2([CH2:31][N:30]([C:32]([O:34][C:35]([CH3:38])([CH3:37])[CH3:36])=[O:33])[CH2:29]2)[CH2:27][NH:26][CH2:25]1.C(#N)C, predict the reaction product. The product is: [C:35]([O:34][C:32]([N:30]1[CH2:31][C:28]2([C:24](=[N:23][O:22][CH3:21])[CH2:25][N:26]([C:11]3[C:12]([Cl:14])=[C:13]4[C:8]([C:7](=[O:17])[C:6]([C:18]([OH:20])=[O:19])=[CH:5][N:4]4[CH:1]4[CH2:3][CH2:2]4)=[CH:9][C:10]=3[F:16])[CH2:27]2)[CH2:29]1)=[O:33])([CH3:38])([CH3:37])[CH3:36]. (5) Given the reactants Cl[CH2:2][C@@H:3]([NH:13][C:14](=[O:16])[CH3:15])[CH2:4][C:5]1[CH:10]=[CH:9][C:8]([O:11][CH3:12])=[CH:7][CH:6]=1.[CH3:17][S-:18].[Na+], predict the reaction product. The product is: [CH3:12][O:11][C:8]1[CH:9]=[CH:10][C:5]([CH2:4][C@H:3]([NH:13][C:14](=[O:16])[CH3:15])[CH2:2][S:18][CH3:17])=[CH:6][CH:7]=1. (6) The product is: [CH3:1][C:2]1[CH:7]=[CH:6][C:5]([S:8]([CH2:13][C:14]([CH3:15])=[O:16])(=[O:10])=[O:9])=[CH:4][CH:3]=1. Given the reactants [CH3:1][C:2]1[CH:7]=[CH:6][C:5]([S:8]([O-:10])=[O:9])=[CH:4][CH:3]=1.[Na+].Br[CH2:13][C:14](=[O:16])[CH3:15], predict the reaction product. (7) Given the reactants [O:1]1[CH2:6][CH2:5][N:4]([CH2:7][CH:8]([OH:24])[CH2:9][O:10][CH2:11][C:12]([F:23])([F:22])[C:13]([F:21])([F:20])[C:14]([F:19])([F:18])[CH:15]([F:17])[F:16])[CH2:3][CH2:2]1.[CH3:25][C:26](OCC1C2C(=CC=CC=2)C(COC(C)=O)=C2C=1C=CC=C2)=[O:27], predict the reaction product. The product is: [C:26]([O:24][CH:8]([CH2:9][O:10][CH2:11][C:12]([F:22])([F:23])[C:13]([F:21])([F:20])[C:14]([F:18])([F:19])[CH:15]([F:16])[F:17])[CH2:7][N:4]1[CH2:5][CH2:6][O:1][CH2:2][CH2:3]1)(=[O:27])[CH3:25]. (8) The product is: [Cl:1][C:2]1[C:3]([C:12]([OH:14])=[O:13])=[N:4][CH:5]=[C:6]([C:8]2[N:9]=[C:17]([C:16]([F:27])([F:26])[F:15])[O:11][N:10]=2)[CH:7]=1. Given the reactants [Cl:1][C:2]1[C:3]([C:12]([OH:14])=[O:13])=[N:4][CH:5]=[C:6]([C:8](=[N:10][OH:11])[NH2:9])[CH:7]=1.[F:15][C:16]([F:27])([F:26])[C:17](O[C:17](=O)[C:16]([F:27])([F:26])[F:15])=O, predict the reaction product.